Dataset: Full USPTO retrosynthesis dataset with 1.9M reactions from patents (1976-2016). Task: Predict the reactants needed to synthesize the given product. (1) Given the product [Br:1][C:2]1[C:7]([C:15]#[N:16])=[N:6][C:5]([O:9][CH3:10])=[CH:4][CH:3]=1, predict the reactants needed to synthesize it. The reactants are: [Br:1][C:2]1[CH:3]=[CH:4][C:5]([O:9][CH3:10])=[N+:6]([O-])[CH:7]=1.[Si]([C:15]#[N:16])(C)(C)C. (2) Given the product [N+:8]([C:5]1[CH:6]=[CH:7][C:2]([N:15]2[CH2:16][C:13]([F:17])([F:12])[CH2:14]2)=[N:3][CH:4]=1)([O-:10])=[O:9], predict the reactants needed to synthesize it. The reactants are: Cl[C:2]1[CH:7]=[CH:6][C:5]([N+:8]([O-:10])=[O:9])=[CH:4][N:3]=1.Cl.[F:12][C:13]1([F:17])[CH2:16][NH:15][CH2:14]1. (3) Given the product [CH3:40][C:41]([CH3:63])([CH3:62])[C@H:42]([N:46]1[CH2:50][CH2:49][N:48]([CH2:51][C:52]2[CH:57]=[CH:56][CH:55]=[CH:54][C:53]=2[N+:58]([O-:60])=[O:59])[C:47]1=[O:61])[C:43]([NH:1][C@@H:2]([CH2:33][C:34]1[CH:35]=[CH:36][CH:37]=[CH:38][CH:39]=1)[C@@H:3]([OH:32])[CH2:4][C@@H:5]([NH:19][C:20]([C@@H:22]([NH:27][C:28](=[O:31])[O:29][CH3:30])[C:23]([CH3:26])([CH3:25])[CH3:24])=[O:21])[CH2:6][C:7]1[CH:12]=[CH:11][C:10]([C:13]2[CH:18]=[CH:17][CH:16]=[CH:15][N:14]=2)=[CH:9][CH:8]=1)=[O:44], predict the reactants needed to synthesize it. The reactants are: [NH2:1][C@@H:2]([CH2:33][C:34]1[CH:39]=[CH:38][CH:37]=[CH:36][CH:35]=1)[C@@H:3]([OH:32])[CH2:4][C@@H:5]([NH:19][C:20]([C@@H:22]([NH:27][C:28](=[O:31])[O:29][CH3:30])[C:23]([CH3:26])([CH3:25])[CH3:24])=[O:21])[CH2:6][C:7]1[CH:12]=[CH:11][C:10]([C:13]2[CH:18]=[CH:17][CH:16]=[CH:15][N:14]=2)=[CH:9][CH:8]=1.[CH3:40][C:41]([CH3:63])([CH3:62])[C@H:42]([N:46]1[CH2:50][CH2:49][N:48]([CH2:51][C:52]2[CH:57]=[CH:56][CH:55]=[CH:54][C:53]=2[N+:58]([O-:60])=[O:59])[C:47]1=[O:61])[C:43](O)=[O:44].CCOP(ON1N=NC2C=CC=CC=2C1=O)(OCC)=O.C(N(CC)C(C)C)(C)C. (4) The reactants are: Br[CH2:2][C:3]([O:5][C:6]([CH3:9])([CH3:8])[CH3:7])=[O:4].[Br:10][C:11]1[CH:16]=[C:15]([N+:17]([O-:19])=[O:18])[CH:14]=[CH:13][C:12]=1[OH:20].C(=O)([O-])[O-].[K+].[K+]. Given the product [C:6]([O:5][C:3](=[O:4])[CH2:2][O:20][C:12]1[CH:13]=[CH:14][C:15]([N+:17]([O-:19])=[O:18])=[CH:16][C:11]=1[Br:10])([CH3:9])([CH3:8])[CH3:7], predict the reactants needed to synthesize it.